Dataset: Reaction yield outcomes from USPTO patents with 853,638 reactions. Task: Predict the reaction yield, written as a fraction of the theoretical maximum amount of product (1.0 means a 100% yield; for example, 0.34 means a 34% yield). (1) The reactants are Br[C:2]1[N:7]=[C:6]([NH:8][C:9](=[O:14])[C:10]([CH3:13])([CH3:12])[CH3:11])[CH:5]=[CH:4][CH:3]=1.Cl[P:16]([C:23]1[CH:28]=[CH:27][CH:26]=[CH:25][CH:24]=1)[C:17]1[CH:22]=[CH:21][CH:20]=[CH:19][CH:18]=1.O. The catalyst is C(OCC)C. The product is [C:23]1([P:16]([C:17]2[CH:18]=[CH:19][CH:20]=[CH:21][CH:22]=2)[C:2]2[N:7]=[C:6]([NH:8][C:9](=[O:14])[C:10]([CH3:13])([CH3:12])[CH3:11])[CH:5]=[CH:4][CH:3]=2)[CH:24]=[CH:25][CH:26]=[CH:27][CH:28]=1. The yield is 0.270. (2) The reactants are [C:1]([O:5][C:6]([N:8]1[CH2:13][CH2:12][CH2:11][CH2:10][CH:9]1[CH2:14][OH:15])=[O:7])([CH3:4])([CH3:3])[CH3:2].C[N+]1([O-])CCOCC1. The catalyst is C(Cl)Cl.[Ru]([O-])(=O)(=O)=O.C([N+](CCC)(CCC)CCC)CC. The product is [C:1]([O:5][C:6]([N:8]1[CH2:13][CH2:12][CH2:11][CH2:10][CH:9]1[CH:14]=[O:15])=[O:7])([CH3:4])([CH3:3])[CH3:2]. The yield is 0.700. (3) The reactants are [CH3:1][O:2][C:3]1[CH:4]=[C:5]([OH:11])[C:6](=[CH:9][CH:10]=1)[CH:7]=O.[CH3:12][O:13][C:14]1[CH:27]=[CH:26][C:17]([CH2:18][S:19]([CH2:22][C:23](O)=[O:24])(=[O:21])=[O:20])=[CH:16][C:15]=1[N+:28]([O-:30])=[O:29]. The catalyst is C(O)(=O)C. The product is [CH3:12][O:13][C:14]1[CH:27]=[CH:26][C:17]([CH2:18][S:19]([C:22]2[C:23](=[O:24])[O:11][C:5]3[C:6]([CH:7]=2)=[CH:9][CH:10]=[C:3]([O:2][CH3:1])[CH:4]=3)(=[O:20])=[O:21])=[CH:16][C:15]=1[N+:28]([O-:30])=[O:29]. The yield is 0.750. (4) The reactants are [Cl:1][C:2]1[C:3]([O:12][C:13]2[CH:18]=[CH:17][CH:16]=[CH:15][CH:14]=2)=[CH:4][C:5]([N+:9]([O-])=O)=[C:6]([NH2:8])[CH:7]=1.[CH3:19]OC(OC)OC.S(S([O-])=O)([O-])=O.[Na+].[Na+].C(=O)(O)[O-].[Na+]. The catalyst is CN(C=O)C.C(O)(=O)C. The yield is 0.760. The product is [Cl:1][C:2]1[C:3]([O:12][C:13]2[CH:18]=[CH:17][CH:16]=[CH:15][CH:14]=2)=[CH:4][C:5]2[N:9]=[CH:19][NH:8][C:6]=2[CH:7]=1. (5) The reactants are [CH3:1][N:2]([CH3:37])[CH2:3][C:4]#[C:5][C:6]1[CH:7]=[C:8]([NH:16][C:17]2[N:18]=[CH:19][C:20]3[CH2:21][C:22](=[O:36])[NH:23][C:24]4[CH:31]=[C:30]([C:32]([F:35])([F:34])[F:33])[CH:29]=[CH:28][C:25]=4[C:26]=3[N:27]=2)[C:9]([C:12]([F:15])([F:14])[F:13])=[N:10][CH:11]=1.CCO. The catalyst is [Ni].C1COCC1. The yield is 0.780. The product is [CH3:37][N:2]([CH3:1])[CH2:3][CH2:4][CH2:5][C:6]1[CH:7]=[C:8]([NH:16][C:17]2[N:18]=[CH:19][C:20]3[CH2:21][C:22](=[O:36])[NH:23][C:24]4[CH:31]=[C:30]([C:32]([F:34])([F:33])[F:35])[CH:29]=[CH:28][C:25]=4[C:26]=3[N:27]=2)[C:9]([C:12]([F:15])([F:14])[F:13])=[N:10][CH:11]=1. (6) The reactants are [Cl:1][C:2]1[N:10]=[CH:9][N:8]=[C:7]2[C:3]=1[N:4]=[CH:5][N:6]2[C@@H:11]1[O:21][C@H:20]2[C@@H:13]([O:14][Si:15]([CH:31]([CH3:33])[CH3:32])([CH:28]([CH3:30])[CH3:29])[O:16][Si:17]([CH:25]([CH3:27])[CH3:26])([CH:22]([CH3:24])[CH3:23])[O:18][CH2:19]2)[C@@H:12]1[OH:34].[C:35]([O-])([O-])=O.[Cs+].[Cs+].CI. The catalyst is CN(C=O)C. The product is [Cl:1][C:2]1[N:10]=[CH:9][N:8]=[C:7]2[C:3]=1[N:4]=[CH:5][N:6]2[C@@H:11]1[O:21][C@H:20]2[C@@H:13]([O:14][Si:15]([CH:28]([CH3:30])[CH3:29])([CH:31]([CH3:33])[CH3:32])[O:16][Si:17]([CH:25]([CH3:26])[CH3:27])([CH:22]([CH3:23])[CH3:24])[O:18][CH2:19]2)[C@@H:12]1[O:34][CH3:35]. The yield is 0.710. (7) The catalyst is C(#N)C. The reactants are [F:1][C:2]1[CH:9]=[CH:8][C:7]([F:10])=[CH:6][C:3]=1[CH:4]=[O:5].[CH3:11][N:12]1[C:16]2[CH:17]=[CH:18][CH:19]=[CH:20][C:15]=2[N:14]=[CH:13]1.[C:21](O[C:21]([O:23][C:24]([CH3:27])([CH3:26])[CH3:25])=[O:22])([O:23][C:24]([CH3:27])([CH3:26])[CH3:25])=[O:22]. The product is [C:24]([O:23][C:21]([O:5][CH:4]([C:3]1[CH:6]=[C:7]([F:10])[CH:8]=[CH:9][C:2]=1[F:1])[C:13]1[N:12]([CH3:11])[C:16]2[CH:17]=[CH:18][CH:19]=[CH:20][C:15]=2[N:14]=1)=[O:22])([CH3:27])([CH3:26])[CH3:25]. The yield is 0.830.